Dataset: Retrosynthesis with 50K atom-mapped reactions and 10 reaction types from USPTO. Task: Predict the reactants needed to synthesize the given product. (1) Given the product Nc1cc(Cl)c(C(F)(F)F)cc1NC(=O)CCC1CC(=O)C1, predict the reactants needed to synthesize it. The reactants are: Nc1cc(Cl)c(C(F)(F)F)cc1N.O=C(O)CCC1CC(=O)C1. (2) Given the product NCc1cccc2ccc(Cl)cc12, predict the reactants needed to synthesize it. The reactants are: [N-]=[N+]=NCc1cccc2ccc(Cl)cc12. (3) Given the product COc1ccccc1-c1nnn[nH]1, predict the reactants needed to synthesize it. The reactants are: COc1ccccc1C#N.[N-]=[N+]=[N-]. (4) The reactants are: CS(=O)(=O)Oc1cc(C(=O)O)ccc1OCc1ccccc1.[O-][n+]1cc(Cl)c(C[C@H](O)c2ccc(OC(F)F)c(OCC3CC3)c2)c(Cl)c1. Given the product CS(=O)(=O)Oc1cc(C(=O)O[C@@H](Cc2c(Cl)c[n+]([O-])cc2Cl)c2ccc(OC(F)F)c(OCC3CC3)c2)ccc1OCc1ccccc1, predict the reactants needed to synthesize it. (5) Given the product CNCc1cc(-c2ccccc2)n(S(=O)(=O)c2cc3ccccc3s2)c1, predict the reactants needed to synthesize it. The reactants are: CN.O=Cc1cc(-c2ccccc2)n(S(=O)(=O)c2cc3ccccc3s2)c1.